This data is from Peptide-MHC class II binding affinity with 134,281 pairs from IEDB. The task is: Regression. Given a peptide amino acid sequence and an MHC pseudo amino acid sequence, predict their binding affinity value. This is MHC class II binding data. (1) The peptide sequence is SGHVIPACKNLSPSA. The MHC is DRB1_1302 with pseudo-sequence DRB1_1302. The binding affinity (normalized) is 0.265. (2) The peptide sequence is IENSDSDYDREKLQERLAKL. The MHC is DRB1_0301 with pseudo-sequence DRB1_0301. The binding affinity (normalized) is 0. (3) The binding affinity (normalized) is 0.857. The MHC is DRB1_0701 with pseudo-sequence DRB1_0701. The peptide sequence is ADKVAYALAQGLKVI.